Dataset: Peptide-MHC class I binding affinity with 185,985 pairs from IEDB/IMGT. Task: Regression. Given a peptide amino acid sequence and an MHC pseudo amino acid sequence, predict their binding affinity value. This is MHC class I binding data. (1) The peptide sequence is RLERWHSLIKY. The MHC is Mamu-B52 with pseudo-sequence Mamu-B52. The binding affinity (normalized) is 0.113. (2) The peptide sequence is SHDLAPQFL. The MHC is HLA-A02:01 with pseudo-sequence HLA-A02:01. The binding affinity (normalized) is 0.0847. (3) The MHC is BoLA-HD6 with pseudo-sequence BoLA-HD6. The peptide sequence is YLKAKREKL. The binding affinity (normalized) is 0.912. (4) The peptide sequence is NEHKSTWHY. The MHC is HLA-B44:03 with pseudo-sequence HLA-B44:03. The binding affinity (normalized) is 0.523.